Dataset: Experimental lipophilicity measurements (octanol/water distribution) for 4,200 compounds from AstraZeneca. Task: Regression/Classification. Given a drug SMILES string, predict its absorption, distribution, metabolism, or excretion properties. Task type varies by dataset: regression for continuous measurements (e.g., permeability, clearance, half-life) or binary classification for categorical outcomes (e.g., BBB penetration, CYP inhibition). For this dataset (lipophilicity_astrazeneca), we predict Y. (1) The Y is 2.51 logD. The compound is CCCCN(CCNC[C@H](O)c1ccc(O)c2[nH]c(=O)sc12)C(=O)CCOCCc1ccccc1. (2) The molecule is CCC(CC)NC(=O)c1c(C)nn(-c2ccccc2)c1NS(=O)(=O)c1ccc(C)cc1. The Y is 1.35 logD. (3) The drug is COc1cc(Nc2cc(Oc3cc(C)c(C)nc3-c3ccccn3)ccn2)cc(OC)c1OC. The Y is 3.22 logD. (4) The Y is 3.00 logD. The compound is Cn1cc(C#N)cc1-c1c2c(=O)n(CCO)c(=O)n(CC3CC3)c2nn1Cc1ccnc2ccc(Cl)cc12. (5) The compound is NC12CC3CC(CC(C3)C1)C2. The Y is -0.980 logD. (6) The drug is CN(C)CC(O)COc1ccc(Nc2nccc(Nc3cc(Cl)ccc3Cl)n2)cc1. The Y is 2.90 logD. (7) The compound is CN(C)CCC[C@@]1(c2ccc(F)cc2)OCc2cc(C#N)ccc21. The Y is 1.48 logD.